Dataset: Catalyst prediction with 721,799 reactions and 888 catalyst types from USPTO. Task: Predict which catalyst facilitates the given reaction. (1) The catalyst class is: 22. Reactant: [CH:1]12[CH2:7][CH:4]([NH:5][CH2:6]1)[CH2:3][N:2]2[C:8]1[N:13]2[CH:14]=[CH:15][N:16]=[C:12]2[CH:11]=[C:10]([C:17]2[CH:22]=[CH:21][N:20]=[C:19]([NH:23][CH:24]([C:26]3[CH:31]=[CH:30][CH:29]=[CH:28][CH:27]=3)[CH3:25])[CH:18]=2)[N:9]=1.[F:32][C:33]([F:38])([F:37])[C:34](=O)[CH3:35].CO. Product: [F:32][C:33]([F:38])([F:37])[CH:34]([N:5]1[CH2:6][C@@H:1]2[CH2:7][C@H:4]1[CH2:3][N:2]2[C:8]1[N:13]2[CH:14]=[CH:15][N:16]=[C:12]2[CH:11]=[C:10]([C:17]2[CH:22]=[CH:21][N:20]=[C:19]([NH:23][C@H:24]([C:26]3[CH:27]=[CH:28][CH:29]=[CH:30][CH:31]=3)[CH3:25])[CH:18]=2)[N:9]=1)[CH3:35]. (2) Reactant: [C:1](Cl)(Cl)=[O:2].[CH2:5]([O:12][C:13]([N:15]1[CH2:20][CH2:19][NH:18][CH2:17][CH2:16]1)=[O:14])[C:6]1[CH:11]=[CH:10][CH:9]=[CH:8][CH:7]=1.C(N(C(C)C)CC)(C)C.[C:30]([O:34][C:35]([NH:37][NH2:38])=[O:36])([CH3:33])([CH3:32])[CH3:31]. Product: [CH2:5]([O:12][C:13]([N:15]1[CH2:20][CH2:19][N:18]([C:1]([N:37]([C:35]([O:34][C:30]([CH3:33])([CH3:32])[CH3:31])=[O:36])[NH2:38])=[O:2])[CH2:17][CH2:16]1)=[O:14])[C:6]1[CH:11]=[CH:10][CH:9]=[CH:8][CH:7]=1. The catalyst class is: 2. (3) Reactant: [CH2:1]([N:8]1[C:16]2[C:11](=[CH:12][CH:13]=[CH:14][CH:15]=2)[C:10]([C:17]2[O:18][C:19]([C:22]3[CH:23]=[C:24]4[C:29](=[CH:30][CH:31]=3)[CH:28]=[C:27]([OH:32])[CH:26]=[CH:25]4)=[CH:20][N:21]=2)=[CH:9]1)[C:2]1[CH:7]=[CH:6][CH:5]=[CH:4][CH:3]=1.Br[CH2:34][C:35]#[N:36].C(=O)([O-])[O-].[Cs+].[Cs+]. Product: [CH2:1]([N:8]1[C:16]2[C:11](=[CH:12][CH:13]=[CH:14][CH:15]=2)[C:10]([C:17]2[O:18][C:19]([C:22]3[CH:23]=[C:24]4[C:29](=[CH:30][CH:31]=3)[CH:28]=[C:27]([O:32][CH2:34][C:35]#[N:36])[CH:26]=[CH:25]4)=[CH:20][N:21]=2)=[CH:9]1)[C:2]1[CH:7]=[CH:6][CH:5]=[CH:4][CH:3]=1. The catalyst class is: 21.